From a dataset of Full USPTO retrosynthesis dataset with 1.9M reactions from patents (1976-2016). Predict the reactants needed to synthesize the given product. (1) Given the product [C:40]1([CH3:43])[CH:39]=[CH:38][C:37]([S:34]([O-:36])(=[O:33])=[O:35])=[CH:42][CH:41]=1.[C:5]([S:24][CH2:25][CH2:26][O:27][CH2:28][CH2:29][O:30][CH2:31][CH2:32][N+:2]([CH3:4])([CH3:3])[CH3:1])([C:18]1[CH:23]=[CH:22][CH:21]=[CH:20][CH:19]=1)([C:12]1[CH:17]=[CH:16][CH:15]=[CH:14][CH:13]=1)[C:6]1[CH:11]=[CH:10][CH:9]=[CH:8][CH:7]=1, predict the reactants needed to synthesize it. The reactants are: [CH3:1][N:2]([CH3:4])[CH3:3].[C:5]([S:24][CH2:25][CH2:26][O:27][CH2:28][CH2:29][O:30][CH2:31][CH2:32][O:33][S:34]([C:37]1[CH:42]=[CH:41][C:40]([CH3:43])=[CH:39][CH:38]=1)(=[O:36])=[O:35])([C:18]1[CH:23]=[CH:22][CH:21]=[CH:20][CH:19]=1)([C:12]1[CH:17]=[CH:16][CH:15]=[CH:14][CH:13]=1)[C:6]1[CH:11]=[CH:10][CH:9]=[CH:8][CH:7]=1. (2) Given the product [C:1]([C:5]1[CH:6]=[C:7]([C:17](=[O:21])[C:18]([OH:20])=[O:19])[N:8]([C:10]2[CH:15]=[CH:14][C:13]([CH3:16])=[CH:12][CH:11]=2)[N:9]=1)([CH3:4])([CH3:2])[CH3:3], predict the reactants needed to synthesize it. The reactants are: [C:1]([C:5]1[CH:6]=[C:7]([CH:17]([OH:21])[C:18]([OH:20])=[O:19])[N:8]([C:10]2[CH:15]=[CH:14][C:13]([CH3:16])=[CH:12][CH:11]=2)[N:9]=1)([CH3:4])([CH3:3])[CH3:2].CC(OI1(OC(C)=O)(OC(C)=O)OC(=O)C2C=CC=CC1=2)=O.Cl. (3) Given the product [CH2:13]([NH:19][C:1](=[O:12])/[CH:2]=[CH:3]/[CH2:4][CH2:5][CH2:6][CH2:7][CH2:8][CH2:9][CH3:10])[CH2:14][CH2:15][CH2:16][CH2:17][CH3:18], predict the reactants needed to synthesize it. The reactants are: [C:1]([OH:12])(=O)/[CH:2]=[CH:3]/[CH2:4][CH2:5][CH2:6][CH2:7][CH2:8][CH2:9][CH3:10].[CH2:13]([NH2:19])[CH2:14][CH2:15][CH2:16][CH2:17][CH3:18]. (4) Given the product [CH:24]1([N:15]2[C:16](=[O:23])[C:17]3[C:22](=[CH:21][CH:20]=[CH:19][CH:18]=3)[N:13]([CH2:12][C:10]3[N:9]([CH2:28][CH2:29][CH:30]([CH3:32])[CH3:31])[C:8]4[CH:33]=[CH:34][C:5]([C:3]([OH:4])=[O:2])=[CH:6][C:7]=4[N:11]=3)[C:14]2=[O:27])[CH2:26][CH2:25]1, predict the reactants needed to synthesize it. The reactants are: C[O:2][C:3]([C:5]1[CH:34]=[CH:33][C:8]2[N:9]([CH2:28][CH2:29][CH:30]([CH3:32])[CH3:31])[C:10]([CH2:12][N:13]3[C:22]4[C:17](=[CH:18][CH:19]=[CH:20][CH:21]=4)[C:16](=[O:23])[N:15]([CH:24]4[CH2:26][CH2:25]4)[C:14]3=[O:27])=[N:11][C:7]=2[CH:6]=1)=[O:4].[OH-].[Na+].Cl. (5) Given the product [O:25]1[CH2:26][CH2:27][N:22]([C:4]2[C:5]3[N:10]=[C:9]([CH2:11][N:12]4[CH2:15][CH:14]([N:16]5[CH2:21][CH2:20][O:19][CH2:18][CH2:17]5)[CH2:13]4)[S:8][C:6]=3[N:7]=[C:2]([NH:28][C:29]3[C:30]([NH2:35])=[CH:31][CH:32]=[CH:33][CH:34]=3)[N:3]=2)[CH2:23][CH2:24]1, predict the reactants needed to synthesize it. The reactants are: Cl[C:2]1[N:3]=[C:4]([N:22]2[CH2:27][CH2:26][O:25][CH2:24][CH2:23]2)[C:5]2[N:10]=[C:9]([CH2:11][N:12]3[CH2:15][CH:14]([N:16]4[CH2:21][CH2:20][O:19][CH2:18][CH2:17]4)[CH2:13]3)[S:8][C:6]=2[N:7]=1.[NH2:28][C:29]1[CH:34]=[CH:33][CH:32]=[CH:31][C:30]=1[NH2:35].C1C=CC(P(C2C(C3C(P(C4C=CC=CC=4)C4C=CC=CC=4)=CC=C4C=3C=CC=C4)=C3C(C=CC=C3)=CC=2)C2C=CC=CC=2)=CC=1.C(=O)([O-])[O-].[Cs+].[Cs+].